From a dataset of Forward reaction prediction with 1.9M reactions from USPTO patents (1976-2016). Predict the product of the given reaction. (1) Given the reactants [F:1][C:2]1[CH:7]=[C:6]([OH:8])[CH:5]=[CH:4][C:3]=1[C:9]([N:11]1[CH2:15][CH2:14][CH2:13][C@H:12]1[CH2:16][N:17]1[CH2:21][CH2:20][CH2:19][C@H:18]1[CH3:22])=[O:10].Br[CH2:24][C:25]1[CH:26]=[C:27]([C:30]#[N:31])[S:28][CH:29]=1, predict the reaction product. The product is: [F:1][C:2]1[CH:7]=[C:6]([CH:5]=[CH:4][C:3]=1[C:9]([N:11]1[CH2:15][CH2:14][CH2:13][C@H:12]1[CH2:16][N:17]1[CH2:21][CH2:20][CH2:19][C@H:18]1[CH3:22])=[O:10])[O:8][CH2:24][C:25]1[CH:26]=[C:27]([C:30]#[N:31])[S:28][CH:29]=1. (2) Given the reactants C(OC(=O)[NH:7][CH2:8][CH2:9][O:10][CH2:11][CH2:12][N:13]([CH2:17][CH2:18][CH3:19])[CH2:14][CH2:15][CH3:16])(C)(C)C.Cl.O1CCOCC1, predict the reaction product. The product is: [NH2:7][CH2:8][CH2:9][O:10][CH2:11][CH2:12][N:13]([CH2:17][CH2:18][CH3:19])[CH2:14][CH2:15][CH3:16]. (3) Given the reactants Br[CH2:2][C:3]1[N:7]([CH3:8])[N:6]([C:9]2[CH:14]=[CH:13][CH:12]=[CH:11][CH:10]=2)[C:5](=[O:15])[C:4]=1[Cl:16].[C:17]1([CH3:29])[CH:22]=[CH:21][C:20]([N:23]2[CH2:28][CH2:27][NH:26][CH2:25][CH2:24]2)=[CH:19][CH:18]=1, predict the reaction product. The product is: [Cl:16][C:4]1[C:5](=[O:15])[N:6]([C:9]2[CH:14]=[CH:13][CH:12]=[CH:11][CH:10]=2)[N:7]([CH3:8])[C:3]=1[CH2:2][N:26]1[CH2:27][CH2:28][N:23]([C:20]2[CH:21]=[CH:22][C:17]([CH3:29])=[CH:18][CH:19]=2)[CH2:24][CH2:25]1. (4) The product is: [Cl:1][C:2]1[CH:3]=[CH:4][CH:5]=[C:6]2[C:11]=1[C:10](=[O:12])[NH:9][C:8]([C@@H:13]([NH:15][C:16](=[O:32])[O:17][CH2:18][CH:19]1[C:31]3[CH:30]=[CH:29][CH:28]=[CH:27][C:26]=3[C:25]3[C:20]1=[CH:21][CH:22]=[CH:23][CH:24]=3)[CH3:14])=[C:7]2[F:34]. Given the reactants [Cl:1][C:2]1[CH:3]=[CH:4][CH:5]=[C:6]2[C:11]=1[C:10](=[O:12])[NH:9][C:8]([C@@H:13]([NH:15][C:16](=[O:32])[O:17][CH2:18][CH:19]1[C:31]3[CH:30]=[CH:29][CH:28]=[CH:27][C:26]=3[C:25]3[C:20]1=[CH:21][CH:22]=[CH:23][CH:24]=3)[CH3:14])=[CH:7]2.[B-](F)(F)(F)[F:34].[B-](F)(F)(F)F.C1[N+]2(CCl)CC[N+](F)(CC2)C1, predict the reaction product. (5) Given the reactants [CH3:1][C:2]1[CH:3]=[C:4]2[C:9](=[CH:10][C:11]=1[C:12]([OH:14])=O)[N:8]=[CH:7][NH:6][C:5]2=O.S(Cl)([Cl:18])=O.[NH:20]1[CH2:24][CH:23]=[CH:22][CH2:21]1.[OH-].[Na+], predict the reaction product. The product is: [Cl:18][C:5]1[C:4]2[C:9](=[CH:10][C:11]([C:12]([N:20]3[CH2:24][CH:23]=[CH:22][CH2:21]3)=[O:14])=[C:2]([CH3:1])[CH:3]=2)[N:8]=[CH:7][N:6]=1. (6) Given the reactants I[C:2]1[CH:11]=[C:10]2[C:5]([CH:6]=[C:7]([C:13]3[CH:18]=[CH:17][CH:16]=[CH:15][C:14]=3[C:19]([F:22])([F:21])[F:20])[NH:8][C:9]2=[O:12])=[CH:4][CH:3]=1.CC1(C)C2C=CC=C(P(C3C=CC=CC=3)C3C=CC=CC=3)C=2OC2C1=CC=CC=2P(C1C=CC=CC=1)C1C=CC=CC=1.C(=O)([O-])[O-].[Cs+].[Cs+].[NH:71]1[CH2:75][CH2:74][CH2:73][C:72]1=[O:76].[Cl-].[NH4+], predict the reaction product. The product is: [O:76]=[C:72]1[CH2:73][CH2:74][CH2:75][N:71]1[C:2]1[CH:11]=[C:10]2[C:5]([CH:6]=[C:7]([C:13]3[CH:18]=[CH:17][CH:16]=[CH:15][C:14]=3[C:19]([F:22])([F:21])[F:20])[NH:8][C:9]2=[O:12])=[CH:4][CH:3]=1. (7) Given the reactants [CH3:1][O:2][C:3]1[CH:39]=[C:38]([O:40][CH3:41])[CH:37]=[CH:36][C:4]=1[CH2:5][N:6]([CH2:25][C:26]1[CH:31]=[CH:30][C:29]([O:32][CH3:33])=[CH:28][C:27]=1[O:34][CH3:35])[CH:7]1[CH2:12][CH2:11][N:10](C(OCC2C=CC=CC=2)=O)[CH2:9][CH:8]1[O:23][CH3:24], predict the reaction product. The product is: [CH3:35][O:34][C:27]1[CH:28]=[C:29]([O:32][CH3:33])[CH:30]=[CH:31][C:26]=1[CH2:25][N:6]([CH2:5][C:4]1[CH:36]=[CH:37][C:38]([O:40][CH3:41])=[CH:39][C:3]=1[O:2][CH3:1])[CH:7]1[CH2:12][CH2:11][NH:10][CH2:9][CH:8]1[O:23][CH3:24].